Dataset: Full USPTO retrosynthesis dataset with 1.9M reactions from patents (1976-2016). Task: Predict the reactants needed to synthesize the given product. (1) The reactants are: [CH2:1]([C:5]1[NH:9][CH:8]=[C:7]([C:10]([O:12][CH2:13][CH3:14])=[O:11])[CH:6]=1)[CH2:2][CH2:3][CH3:4].[H-].[Na+].[C:17]1([S:23](Cl)(=[O:25])=[O:24])[CH:22]=[CH:21][CH:20]=[CH:19][CH:18]=1.O. Given the product [CH2:1]([C:5]1[N:9]([S:23]([C:17]2[CH:22]=[CH:21][CH:20]=[CH:19][CH:18]=2)(=[O:25])=[O:24])[CH:8]=[C:7]([C:10]([O:12][CH2:13][CH3:14])=[O:11])[CH:6]=1)[CH2:2][CH2:3][CH3:4], predict the reactants needed to synthesize it. (2) Given the product [Br:1][C:2]1[CH:3]=[C:4]2[C:8](=[CH:9][CH:10]=1)[CH2:7][N:6]([CH3:12])[CH2:5]2, predict the reactants needed to synthesize it. The reactants are: [Br:1][C:2]1[CH:3]=[C:4]2[C:8](=[CH:9][CH:10]=1)[C:7](=O)[N:6]([CH3:12])[C:5]2=O. (3) Given the product [F:34][C:27]1[CH:28]=[CH:29][C:24]([N:23]([CH3:22])[C:12]2[CH:13]=[N:14][C:9]([NH:8][C:16]3[CH:17]=[CH:18][CH:19]=[CH:20][CH:21]=3)=[N:10][CH:11]=2)=[CH:25][CH:26]=1, predict the reactants needed to synthesize it. The reactants are: C(OC([N:8]([C:16]1[CH:21]=[CH:20][CH:19]=[CH:18][CH:17]=1)[C:9]1[N:14]=[CH:13][C:12](Br)=[CH:11][N:10]=1)=O)(C)(C)C.[CH3:22][NH:23][C:24]1[CH:29]=[CH:28][CH:27]=[C:26](C(F)(F)F)[CH:25]=1.[F:34]C(F)(F)C(O)=O. (4) The reactants are: [OH:1][C:2]1[CH:7]=[CH:6][C:5]([CH2:8][CH2:9][C:10]([O:12][CH3:13])=[O:11])=[CH:4][CH:3]=1.Br[CH2:15][C:16]1[CH:29]=[CH:28][C:19]([C:20]([C:22]2[CH:27]=[CH:26][CH:25]=[CH:24][CH:23]=2)=[O:21])=[CH:18][CH:17]=1.C(=O)([O-])[O-].[K+].[K+].O. Given the product [C:20]([C:19]1[CH:18]=[CH:17][C:16]([CH2:15][O:1][C:2]2[CH:3]=[CH:4][C:5]([CH2:8][CH2:9][C:10]([O:12][CH3:13])=[O:11])=[CH:6][CH:7]=2)=[CH:29][CH:28]=1)(=[O:21])[C:22]1[CH:23]=[CH:24][CH:25]=[CH:26][CH:27]=1, predict the reactants needed to synthesize it. (5) The reactants are: [NH2:1][C:2]1[CH:3]=[C:4]([C@H:17]([CH3:23])[CH2:18][C:19]([O:21]C)=[O:20])[CH:5]=[CH:6][C:7]=1[N:8]([CH2:13][CH:14]([CH3:16])[CH3:15])[CH2:9][CH:10]([CH3:12])[CH3:11].[N:24]1[C:33]2[C:28](=[CH:29][C:30]([NH2:34])=[CH:31][CH:32]=2)[N:27]=[CH:26][CH:25]=1.N[C:36](N)=[O:37]. Given the product [CH2:13]([N:8]([CH2:9][CH:10]([CH3:11])[CH3:12])[C:7]1[CH:6]=[CH:5][C:4]([C@@H:17]([CH3:23])[CH2:18][C:19]([OH:21])=[O:20])=[CH:3][C:2]=1[NH:1][C:36]([NH:34][C:30]1[CH:29]=[C:28]2[C:33](=[CH:32][CH:31]=1)[N:24]=[CH:25][CH:26]=[N:27]2)=[O:37])[CH:14]([CH3:16])[CH3:15], predict the reactants needed to synthesize it. (6) Given the product [Br:1][C:2]1[CH:3]=[C:4]2[C:9](=[C:10]([CH3:12])[CH:11]=1)[N:8]=[C:7]([Cl:13])[N:6]=[C:5]2[N:24]1[CH2:29][CH2:28][O:27][CH2:26][CH2:25]1, predict the reactants needed to synthesize it. The reactants are: [Br:1][C:2]1[CH:3]=[C:4]2[C:9](=[C:10]([CH3:12])[CH:11]=1)[N:8]=[C:7]([Cl:13])[N:6]=[C:5]2Cl.C(N(C(C)C)CC)(C)C.[NH:24]1[CH2:29][CH2:28][O:27][CH2:26][CH2:25]1.O. (7) Given the product [C:1]([C:5]1[CH:6]=[CH:7][C:8]([S:11]([N:14]([C:15]2[CH:23]=[C:22]3[C:18]([CH:19]=[N:20][NH:21]3)=[CH:17][CH:16]=2)[CH2:24][C:25]([N:30]([CH2:28][CH3:29])[CH2:31][C:32]2[S:33][CH:34]=[CH:35][N:36]=2)=[O:26])(=[O:12])=[O:13])=[CH:9][CH:10]=1)([CH3:3])([CH3:2])[CH3:4], predict the reactants needed to synthesize it. The reactants are: [C:1]([C:5]1[CH:10]=[CH:9][C:8]([S:11]([N:14]([CH2:24][C:25](O)=[O:26])[C:15]2[CH:23]=[C:22]3[C:18]([CH:19]=[N:20][NH:21]3)=[CH:17][CH:16]=2)(=[O:13])=[O:12])=[CH:7][CH:6]=1)([CH3:4])([CH3:3])[CH3:2].[CH2:28]([NH:30][CH2:31][C:32]1[S:33][CH:34]=[CH:35][N:36]=1)[CH3:29].